Dataset: Reaction yield outcomes from USPTO patents with 853,638 reactions. Task: Predict the reaction yield, written as a fraction of the theoretical maximum amount of product (1.0 means a 100% yield; for example, 0.34 means a 34% yield). (1) The reactants are OO.[CH:3]([OH:5])=O.[C:6]1([C:11]2[CH:16]=[CH:15][CH:14]=[CH:13][CH:12]=2)C[CH2:9][CH2:8][CH:7]=1. No catalyst specified. The product is [C:11]1([CH:6]2[CH2:7][CH2:8][CH2:9][C:3]2=[O:5])[CH:16]=[CH:15][CH:14]=[CH:13][CH:12]=1. The yield is 0.840. (2) The reactants are C([O:3][C:4](=O)[CH2:5][C:6]1[N:7]=[C:8]([NH:11][C:12]([O:14][C:15]([CH3:18])([CH3:17])[CH3:16])=[O:13])[S:9][CH:10]=1)C.[BH4-].[Na+]. The catalyst is CCO. The product is [C:15]([O:14][C:12](=[O:13])[NH:11][C:8]1[S:9][CH:10]=[C:6]([CH2:5][CH2:4][OH:3])[N:7]=1)([CH3:18])([CH3:16])[CH3:17]. The yield is 0.650.